From a dataset of Forward reaction prediction with 1.9M reactions from USPTO patents (1976-2016). Predict the product of the given reaction. (1) Given the reactants [F:1][C:2]([F:28])([F:27])[C:3]1[CH:8]=[CH:7][C:6]([C:9]([C:17]2[CH:22]=[CH:21][C:20]([C:23]([F:26])([F:25])[F:24])=[CH:19][CH:18]=2)(O)[CH:10]2[CH2:15][CH2:14][NH:13][CH2:12][CH2:11]2)=[CH:5][CH:4]=1, predict the reaction product. The product is: [F:26][C:23]([F:24])([F:25])[C:20]1[CH:19]=[CH:18][C:17]([C:9]([C:6]2[CH:7]=[CH:8][C:3]([C:2]([F:28])([F:1])[F:27])=[CH:4][CH:5]=2)=[C:10]2[CH2:15][CH2:14][NH:13][CH2:12][CH2:11]2)=[CH:22][CH:21]=1. (2) Given the reactants [NH2:1][C:2]1[CH:16]=[CH:15][C:5]([C:6]([C:8]2[CH:13]=[CH:12][C:11]([NH2:14])=[CH:10][CH:9]=2)=[O:7])=[CH:4][CH:3]=1.[N:17]1([C:22]2[CH:30]=[CH:29][C:25]([C:26]([O-])=[O:27])=[CH:24][CH:23]=2)[CH2:21][CH2:20][CH2:19][CH2:18]1, predict the reaction product. The product is: [C:6]([C:8]1[CH:13]=[CH:12][C:11]([NH:14][C:26](=[O:27])[C:25]2[CH:29]=[CH:30][C:22]([N:17]3[CH2:21][CH2:20][CH2:19][CH2:18]3)=[CH:23][CH:24]=2)=[CH:10][CH:9]=1)([C:5]1[CH:15]=[CH:16][C:2]([NH:1][C:26](=[O:27])[C:25]2[CH:29]=[CH:30][C:22]([N:17]3[CH2:21][CH2:20][CH2:19][CH2:18]3)=[CH:23][CH:24]=2)=[CH:3][CH:4]=1)=[O:7]. (3) Given the reactants [F:1][C:2]1[C:22]([O:23][CH2:24][CH2:25][CH2:26][N:27]2[CH2:32][CH2:31][CH2:30][CH2:29][CH2:28]2)=[CH:21][C:5]2[NH:6][C:7]([C:9]3[C:13]([NH2:14])=[CH:12][N:11]([CH:15]4[CH2:20][CH2:19][CH2:18][CH2:17][O:16]4)[N:10]=3)=[N:8][C:4]=2[CH:3]=1.[CH2:33]([N:35]([CH2:39][CH3:40])[C:36](Cl)=[O:37])[CH3:34].C(N(CC)C(C)C)(C)C, predict the reaction product. The product is: [CH2:33]([N:35]([CH2:39][CH3:40])[C:36]([NH:14][C:13]1[C:9]([C:7]2[NH:6][C:5]3[CH:21]=[C:22]([O:23][CH2:24][CH2:25][CH2:26][N:27]4[CH2:32][CH2:31][CH2:30][CH2:29][CH2:28]4)[C:2]([F:1])=[CH:3][C:4]=3[N:8]=2)=[N:10][N:11]([CH:15]2[CH2:20][CH2:19][CH2:18][CH2:17][O:16]2)[CH:12]=1)=[O:37])[CH3:34].